This data is from Forward reaction prediction with 1.9M reactions from USPTO patents (1976-2016). The task is: Predict the product of the given reaction. (1) Given the reactants C[O:2][C:3](=[O:12])[CH2:4][C:5]1[CH:6]=[N:7][CH:8]=[C:9](Br)[CH:10]=1.[Cl:13][C:14]1[CH:15]=[C:16]2[C:21](=[CH:22][CH:23]=1)[C:20](=[O:24])[NH:19][CH2:18][CH2:17]2.C([O-])([O-])=O.[Cs+].[Cs+].O, predict the reaction product. The product is: [Cl:13][C:14]1[CH:15]=[C:16]2[C:21](=[CH:22][CH:23]=1)[C:20](=[O:24])[N:19]([C:9]1[CH:10]=[C:5]([CH2:4][C:3]([OH:2])=[O:12])[CH:6]=[N:7][CH:8]=1)[CH2:18][CH2:17]2. (2) Given the reactants [CH3:1][C:2]1[CH:10]=[CH:9][C:8]2[NH:7][C:6]3[CH2:11][CH2:12][N:13]([CH2:15][CH2:16][OH:17])[CH2:14][C:5]=3[C:4]=2[CH:3]=1.P([O-])([O-])([O-])=O.[K+].[K+].[K+].N1CCC[C@H]1C(O)=O.Br[CH:35]=[C:36]([C:38]1[CH:43]=[CH:42][N:41]=[CH:40][CH:39]=1)[CH3:37], predict the reaction product. The product is: [CH3:1][C:2]1[CH:10]=[CH:9][C:8]2[N:7](/[CH:35]=[C:36](/[C:38]3[CH:43]=[CH:42][N:41]=[CH:40][CH:39]=3)\[CH3:37])[C:6]3[CH2:11][CH2:12][N:13]([CH2:15][CH2:16][OH:17])[CH2:14][C:5]=3[C:4]=2[CH:3]=1. (3) Given the reactants [Cl:1][C:2]1[CH:8]=[C:7]([O:9][C:10]2[C:19]3[C:14](=[CH:15][C:16]([O:22][CH3:23])=[C:17]([O:20][CH3:21])[CH:18]=3)[N:13]=[CH:12][N:11]=2)[CH:6]=[CH:5][C:3]=1[NH2:4].C1(C)C=CC=CC=1.C(N(CC)CC)C.Cl[C:39](Cl)([O:41]C(=O)OC(Cl)(Cl)Cl)Cl.[Br:50][C:51]1[CH:59]=[CH:58][CH:57]=[CH:56][C:52]=1[CH:53]([OH:55])[CH3:54], predict the reaction product. The product is: [Cl:1][C:2]1[CH:8]=[C:7]([O:9][C:10]2[C:19]3[C:14](=[CH:15][C:16]([O:22][CH3:23])=[C:17]([O:20][CH3:21])[CH:18]=3)[N:13]=[CH:12][N:11]=2)[CH:6]=[CH:5][C:3]=1[NH:4][C:39](=[O:41])[O:55][CH:53]([C:52]1[CH:56]=[CH:57][CH:58]=[CH:59][C:51]=1[Br:50])[CH3:54]. (4) Given the reactants [Cl:1][C:2]1[C:3]([O:12][C:13]2[CH:18]=[C:17]([O:19][CH:20]([CH3:22])[CH3:21])[CH:16]=[CH:15][C:14]=2/[CH:23]=[CH:24]/[C:25]([OH:27])=O)=[N:4][CH:5]=[C:6]([C:8]([F:11])([F:10])[F:9])[CH:7]=1.[CH2:28]([S:33]([NH2:36])(=[O:35])=[O:34])[CH2:29][CH2:30][CH2:31][CH3:32].N12CCCN=C1CCCCC2, predict the reaction product. The product is: [Cl:1][C:2]1[C:3]([O:12][C:13]2[CH:18]=[C:17]([O:19][CH:20]([CH3:21])[CH3:22])[CH:16]=[CH:15][C:14]=2/[CH:23]=[CH:24]/[C:25]([NH:36][S:33]([CH2:28][CH2:29][CH2:30][CH2:31][CH3:32])(=[O:35])=[O:34])=[O:27])=[N:4][CH:5]=[C:6]([C:8]([F:9])([F:11])[F:10])[CH:7]=1. (5) Given the reactants [CH3:1][N:2]1[CH:6]=[C:5]([N:7]2[C:12](=[O:13])[CH2:11][O:10][C:9]3[N:14]=[C:15]([C:24]4[CH:29]=[CH:28][C:27]([C:30]5([NH:34]C(=O)OC(C)(C)C)[CH2:33][CH2:32][CH2:31]5)=[CH:26][CH:25]=4)[C:16]([C:18]4[CH:23]=[CH:22][CH:21]=[CH:20][CH:19]=4)=[CH:17][C:8]2=3)[CH:4]=[N:3]1, predict the reaction product. The product is: [NH2:34][C:30]1([C:27]2[CH:28]=[CH:29][C:24]([C:15]3[C:16]([C:18]4[CH:19]=[CH:20][CH:21]=[CH:22][CH:23]=4)=[CH:17][C:8]4[N:7]([C:5]5[CH:4]=[N:3][N:2]([CH3:1])[CH:6]=5)[C:12](=[O:13])[CH2:11][O:10][C:9]=4[N:14]=3)=[CH:25][CH:26]=2)[CH2:31][CH2:32][CH2:33]1. (6) Given the reactants [F:1][C:2]1[CH:3]=[CH:4][C:5]2[S:11][CH2:10][CH2:9][C:8](=O)[NH:7][C:6]=2[CH:13]=1.COCCO[AlH2-]OCCOC.[Na+].[OH-].[Na+], predict the reaction product. The product is: [F:1][C:2]1[CH:3]=[CH:4][C:5]2[S:11][CH2:10][CH2:9][CH2:8][NH:7][C:6]=2[CH:13]=1. (7) Given the reactants [ClH:1].[CH2:2]([NH:9][S:10]([C:13]1[CH:14]=[CH:15][C:16]([CH3:58])=[C:17]([C:19]2[CH:24]=[CH:23][CH:22]=[C:21]([CH2:25][C@H:26]([NH:40][C:41]([C@H:43]3[CH2:48][CH2:47][C@H:46]([CH2:49][NH:50]C(=O)OC(C)(C)C)[CH2:45][CH2:44]3)=[O:42])[C:27](=[O:39])[NH:28][C:29]3[CH:37]=[C:36]4[C:32]([C:33](=[O:38])[NH:34][NH:35]4)=[CH:31][CH:30]=3)[CH:20]=2)[CH:18]=1)(=[O:12])=[O:11])[C:3]1[CH:8]=[CH:7][CH:6]=[CH:5][CH:4]=1, predict the reaction product. The product is: [ClH:1].[NH2:50][CH2:49][C@H:46]1[CH2:45][CH2:44][C@H:43]([C:41]([NH:40][C@@H:26]([CH2:25][C:21]2[CH:20]=[C:19]([C:17]3[CH:18]=[C:13]([S:10](=[O:11])(=[O:12])[NH:9][CH2:2][C:3]4[CH:4]=[CH:5][CH:6]=[CH:7][CH:8]=4)[CH:14]=[CH:15][C:16]=3[CH3:58])[CH:24]=[CH:23][CH:22]=2)[C:27](=[O:39])[NH:28][C:29]2[CH:37]=[C:36]3[C:32]([C:33](=[O:38])[NH:34][NH:35]3)=[CH:31][CH:30]=2)=[O:42])[CH2:48][CH2:47]1. (8) Given the reactants Cl[C:2]1[CH:3]=[CH:4][C:5]2[N:6]([C:8]([C:11]3[CH:16]=[CH:15][N:14]=[CH:13][CH:12]=3)=[CH:9][N:10]=2)[N:7]=1.[C:17]1([CH2:23][CH2:24][NH2:25])[CH:22]=[CH:21][CH:20]=[CH:19][CH:18]=1, predict the reaction product. The product is: [C:17]1([CH2:23][CH2:24][NH:25][C:2]2[CH:3]=[CH:4][C:5]3[N:6]([C:8]([C:11]4[CH:16]=[CH:15][N:14]=[CH:13][CH:12]=4)=[CH:9][N:10]=3)[N:7]=2)[CH:22]=[CH:21][CH:20]=[CH:19][CH:18]=1. (9) The product is: [CH:1]([C:3]1[CH:11]=[CH:10][C:6]([C:7]([O:9][CH2:13][CH3:14])=[O:8])=[CH:5][CH:4]=1)=[O:2]. Given the reactants [CH:1]([C:3]1[CH:11]=[CH:10][C:6]([C:7]([OH:9])=[O:8])=[CH:5][CH:4]=1)=[O:2].I[CH2:13][CH3:14], predict the reaction product. (10) Given the reactants Cl.Cl.[N:3]1([CH2:9][CH2:10][CH2:11][O:12][C:13]2[CH:14]=[C:15]3[C:19](=[CH:20][CH:21]=2)[NH:18][CH2:17][CH2:16]3)[CH2:8][CH2:7][CH2:6][CH2:5][CH2:4]1.[CH:22]1([CH:28]=O)[CH2:27][CH2:26][CH2:25][CH2:24][CH2:23]1, predict the reaction product. The product is: [CH:22]1([CH2:28][N:18]2[C:19]3[C:15](=[CH:14][C:13]([O:12][CH2:11][CH2:10][CH2:9][N:3]4[CH2:4][CH2:5][CH2:6][CH2:7][CH2:8]4)=[CH:21][CH:20]=3)[CH:16]=[CH:17]2)[CH2:27][CH2:26][CH2:25][CH2:24][CH2:23]1.